Regression/Classification. Given a drug SMILES string, predict its absorption, distribution, metabolism, or excretion properties. Task type varies by dataset: regression for continuous measurements (e.g., permeability, clearance, half-life) or binary classification for categorical outcomes (e.g., BBB penetration, CYP inhibition). Dataset: cyp2c9_veith. From a dataset of CYP2C9 inhibition data for predicting drug metabolism from PubChem BioAssay. (1) The result is 0 (non-inhibitor). The molecule is Cn1c(C(F)(F)F)nc2c(=O)oc3ccccc3c21. (2) The drug is O=C(COc1ccc(Cl)cc1)NCCC1=CCCCC1. The result is 1 (inhibitor). (3) The molecule is COC(=O)c1c(C)oc2ccc(N(C(=O)c3ccncc3)S(=O)(=O)c3ccccc3)cc12. The result is 1 (inhibitor). (4) The compound is CCCCOc1ccc(/C=C/C(=O)NCCc2nc3ccccc3[nH]2)cc1. The result is 1 (inhibitor). (5) The drug is COc1ccc(CCCC(=O)NC2CCCCC2)cc1. The result is 1 (inhibitor).